Dataset: Forward reaction prediction with 1.9M reactions from USPTO patents (1976-2016). Task: Predict the product of the given reaction. (1) Given the reactants C(OC(=O)[N:7]([S:25]([C:28]1[CH:33]=[CH:32][C:31]([Cl:34])=[CH:30][CH:29]=1)(=[O:27])=[O:26])[CH:8]([C:10]1[N:11]([CH2:23][CH3:24])[C:12]2[C:17]([N:18]=1)=[CH:16][N:15]=[C:14]([C:19]([F:22])([F:21])[F:20])[N:13]=2)[CH3:9])(C)(C)C.Cl, predict the reaction product. The product is: [Cl:34][C:31]1[CH:32]=[CH:33][C:28]([S:25]([NH:7][CH:8]([C:10]2[N:11]([CH2:23][CH3:24])[C:12]3[C:17]([N:18]=2)=[CH:16][N:15]=[C:14]([C:19]([F:21])([F:20])[F:22])[N:13]=3)[CH3:9])(=[O:26])=[O:27])=[CH:29][CH:30]=1. (2) Given the reactants Br[C:2]1[N:7]2[CH:8]=[C:9](/[CH:11]=[CH:12]/[C:13]3[CH:22]=[CH:21][C:20]4[C:15](=[CH:16][CH:17]=[CH:18][CH:19]=4)[N:14]=3)[N:10]=[C:6]2[C:5]([N:23]2[CH2:28][CH2:27][O:26][CH2:25][CH2:24]2)=[N:4][CH:3]=1.C([O:33][C:34]([C:36]1[CH:41]=[CH:40][C:39](B2OC(C)(C)C(C)(C)O2)=[CH:38][CH:37]=1)=[O:35])(C)(C)C.[C:51]([OH:57])([C:53]([F:56])([F:55])[F:54])=[O:52], predict the reaction product. The product is: [F:54][C:53]([F:56])([F:55])[C:51]([OH:57])=[O:52].[O:26]1[CH2:27][CH2:28][N:23]([C:5]2[C:6]3[N:7]([CH:8]=[C:9](/[CH:11]=[CH:12]/[C:13]4[CH:22]=[CH:21][C:20]5[C:15](=[CH:16][CH:17]=[CH:18][CH:19]=5)[N:14]=4)[N:10]=3)[C:2]([C:39]3[CH:40]=[CH:41][C:36]([C:34]([OH:35])=[O:33])=[CH:37][CH:38]=3)=[CH:3][N:4]=2)[CH2:24][CH2:25]1. (3) Given the reactants [Br:1][C:2]1[CH:7]=[CH:6][CH:5]=[CH:4][C:3]=1[OH:8].C(=O)([O-])[O-].[K+].[K+].Br[CH2:16][CH2:17][O:18][Si:19]([C:22]([CH3:25])([CH3:24])[CH3:23])([CH3:21])[CH3:20].CN(C)C=O, predict the reaction product. The product is: [Br:1][C:2]1[CH:7]=[CH:6][CH:5]=[CH:4][C:3]=1[O:8][CH2:16][CH2:17][O:18][Si:19]([C:22]([CH3:25])([CH3:24])[CH3:23])([CH3:21])[CH3:20]. (4) Given the reactants [CH2:1]([O:8][C:9]1[CH:18]=[CH:17][C:16]([N+:19]([O-])=O)=[C:15]2[C:10]=1[CH:11]=[CH:12][CH:13]=[N:14]2)[C:2]1[CH:7]=[CH:6][CH:5]=[CH:4][CH:3]=1.Cl[Sn]Cl, predict the reaction product. The product is: [CH2:1]([O:8][C:9]1[CH:18]=[CH:17][C:16]([NH2:19])=[C:15]2[C:10]=1[CH:11]=[CH:12][CH:13]=[N:14]2)[C:2]1[CH:3]=[CH:4][CH:5]=[CH:6][CH:7]=1. (5) Given the reactants [C:1]([O:5][C:6]([NH:8][CH2:9][C@@H:10]1[CH2:15][CH2:14][C@H:13](C2C=C([N+]([O-])=O)C=CC=2C([O-])=O)[CH2:12][CH2:11]1)=[O:7])([CH3:4])([CH3:3])[CH3:2].[OH-:28].[Na+], predict the reaction product. The product is: [OH:28][C@@H:13]1[CH2:14][CH2:15][C@H:10]([CH2:9][NH:8][C:6](=[O:7])[O:5][C:1]([CH3:4])([CH3:3])[CH3:2])[CH2:11][CH2:12]1. (6) Given the reactants [CH:1]1[C:10]2[C:5](=[CH:6][CH:7]=[CH:8][CH:9]=2)[CH:4]=[CH:3][C:2]=1[C:11]([NH:13][C:14]1[CH:34]=[CH:33][C:17]([CH2:18][N:19]2[C:23]3=[N:24][CH:25]=[CH:26][CH:27]=[C:22]3[C:21]([CH2:28][C:29]([O:31]C)=[O:30])=[N:20]2)=[CH:16][CH:15]=1)=[O:12].O.[OH-].[Li+].Cl, predict the reaction product. The product is: [CH:1]1[C:10]2[C:5](=[CH:6][CH:7]=[CH:8][CH:9]=2)[CH:4]=[CH:3][C:2]=1[C:11]([NH:13][C:14]1[CH:15]=[CH:16][C:17]([CH2:18][N:19]2[C:23]3=[N:24][CH:25]=[CH:26][CH:27]=[C:22]3[C:21]([CH2:28][C:29]([OH:31])=[O:30])=[N:20]2)=[CH:33][CH:34]=1)=[O:12].